Dataset: Full USPTO retrosynthesis dataset with 1.9M reactions from patents (1976-2016). Task: Predict the reactants needed to synthesize the given product. (1) Given the product [CH3:20][C:17]1[CH:18]=[CH:19][C:14]([CH2:13][NH:12][CH2:11][C:10]2[CH:9]=[C:8]([C:6]3[N:7]=[C:2]([NH:47][C:46]4[CH:45]=[CH:44][C:43]([N:40]5[CH2:39][CH2:38][N:37]([CH3:36])[CH2:42][CH2:41]5)=[CH:49][CH:48]=4)[C:3]4[NH:26][N:25]=[CH:24][C:4]=4[N:5]=3)[CH:23]=[CH:22][CH:21]=2)=[CH:15][CH:16]=1, predict the reactants needed to synthesize it. The reactants are: Cl[C:2]1[C:3]2[C:4](=[CH:24][N:25](CC3C=CC(OC)=CC=3)[N:26]=2)[N:5]=[C:6]([C:8]2[CH:9]=[C:10]([CH:21]=[CH:22][CH:23]=2)[CH2:11][NH:12][CH2:13][C:14]2[CH:19]=[CH:18][C:17]([CH3:20])=[CH:16][CH:15]=2)[N:7]=1.[CH3:36][N:37]1[CH2:42][CH2:41][N:40]([C:43]2[CH:49]=[CH:48][C:46]([NH2:47])=[CH:45][CH:44]=2)[CH2:39][CH2:38]1.Cl. (2) Given the product [CH:22]([C:21]1[N:1]=[C:2]2[C:7]([O:8][CH2:9][C:10]3([C:13]4[CH:14]=[CH:15][CH:16]=[CH:17][CH:18]=4)[CH2:12][CH2:11]3)=[CH:6][CH:5]=[CH:4][N:3]2[CH:20]=1)([CH3:24])[CH3:23], predict the reactants needed to synthesize it. The reactants are: [NH2:1][C:2]1[C:7]([O:8][CH2:9][C:10]2([C:13]3[CH:18]=[CH:17][CH:16]=[CH:15][CH:14]=3)[CH2:12][CH2:11]2)=[CH:6][CH:5]=[CH:4][N:3]=1.Br[CH2:20][C:21](=O)[CH:22]([CH3:24])[CH3:23]. (3) Given the product [Br:1][C:2]1[CH:7]=[CH:6][CH:5]=[C:4]([CH:8]2[CH2:11][CH:10]([CH2:12][CH2:13][F:21])[CH2:9]2)[CH:3]=1, predict the reactants needed to synthesize it. The reactants are: [Br:1][C:2]1[CH:3]=[C:4]([CH:8]2[CH2:11][CH:10]([CH2:12][CH2:13]O)[CH2:9]2)[CH:5]=[CH:6][CH:7]=1.C(N(S(F)(F)[F:21])CC)C. (4) Given the product [CH3:28][O:20][C:19](=[O:21])[CH2:18][CH2:17][O:16][C:13]1[CH:14]=[CH:15][C:10]2[N:9]=[C:8]([C:22]3[CH:23]=[CH:24][CH:25]=[CH:26][CH:27]=3)[N:7]([C:1]3[CH:2]=[CH:3][CH:4]=[CH:5][CH:6]=3)[C:11]=2[CH:12]=1, predict the reactants needed to synthesize it. The reactants are: [C:1]1([N:7]2[C:11]3[CH:12]=[C:13]([O:16][CH2:17][CH2:18][C:19]([OH:21])=[O:20])[CH:14]=[CH:15][C:10]=3[N:9]=[C:8]2[C:22]2[CH:27]=[CH:26][CH:25]=[CH:24][CH:23]=2)[CH:6]=[CH:5][CH:4]=[CH:3][CH:2]=1.[C:28](=O)([O-])[O-].[Cs+].[Cs+].CI. (5) Given the product [CH2:1]([C:4]1[C:13]([NH2:14])=[CH:12][CH:11]=[CH:10][C:5]=1[C:6]([O:8][CH3:9])=[O:7])[CH:2]=[CH2:3], predict the reactants needed to synthesize it. The reactants are: [CH2:1]([C:4]1[C:13]([N+:14]([O-])=O)=[CH:12][CH:11]=[CH:10][C:5]=1[C:6]([O:8][CH3:9])=[O:7])[CH:2]=[CH2:3].CC(O)=O. (6) Given the product [F:15][CH:2]([F:1])[C:3]1[CH:7]=[C:6]([CH:8]([F:9])[F:10])[N:5]([CH2:11][C:12]([N:43]2[CH2:44][CH2:45][CH:40]([C:37]3[S:38][CH:39]=[C:35]([C:32]4[CH2:31][CH:30]([C:19]5[C:20]([F:29])=[CH:21][C:22]([NH:24][S:25]([CH3:28])(=[O:27])=[O:26])=[CH:23][C:18]=5[F:17])[O:34][N:33]=4)[N:36]=3)[CH2:41][CH2:42]2)=[O:14])[N:4]=1, predict the reactants needed to synthesize it. The reactants are: [F:1][CH:2]([F:15])[C:3]1[CH:7]=[C:6]([CH:8]([F:10])[F:9])[N:5]([CH2:11][C:12]([OH:14])=O)[N:4]=1.[Cl-].[F:17][C:18]1[CH:23]=[C:22]([NH:24][S:25]([CH3:28])(=[O:27])=[O:26])[CH:21]=[C:20]([F:29])[C:19]=1[CH:30]1[O:34][N:33]=[C:32]([C:35]2[N:36]=[C:37]([CH:40]3[CH2:45][CH2:44][NH2+:43][CH2:42][CH2:41]3)[S:38][CH:39]=2)[CH2:31]1.F[P-](F)(F)(F)(F)F.Br[P+](N1CCCC1)(N1CCCC1)N1CCCC1.C(=O)([O-])O.[Na+]. (7) Given the product [NH2:1][C:2]1[N:7]=[C:6]([CH2:8][OH:9])[C:5]([C:10]2[CH:11]=[CH:12][C:13]([NH:16][CH2:23][C:22]3[CH:25]=[CH:26][C:19]([Cl:18])=[CH:20][CH:21]=3)=[CH:14][CH:15]=2)=[C:4]([NH2:17])[N:3]=1, predict the reactants needed to synthesize it. The reactants are: [NH2:1][C:2]1[N:7]=[C:6]([CH2:8][OH:9])[C:5]([C:10]2[CH:15]=[CH:14][C:13]([NH2:16])=[CH:12][CH:11]=2)=[C:4]([NH2:17])[N:3]=1.[Cl:18][C:19]1[CH:26]=[CH:25][C:22]([CH:23]=O)=[CH:21][CH:20]=1.[BH3-]C#N.[Na+].